This data is from Full USPTO retrosynthesis dataset with 1.9M reactions from patents (1976-2016). The task is: Predict the reactants needed to synthesize the given product. (1) Given the product [CH3:43][N:41]([CH2:40][C:39]1[N:35]([C:31]2[CH:30]=[C:29]([C:27]3[CH2:26][C:25](=[O:44])[NH:24][C:9]4[CH:10]=[C:11]([C:20]([F:21])([F:22])[F:23])[C:12]([N:14]5[CH2:19][CH2:18][O:17][CH2:16][CH2:15]5)=[CH:13][C:8]=4[N:7]=3)[CH:34]=[CH:33][CH:32]=2)[N:36]=[N:37][CH:38]=1)[CH3:42], predict the reactants needed to synthesize it. The reactants are: C(OC(=O)[NH:7][C:8]1[CH:13]=[C:12]([N:14]2[CH2:19][CH2:18][O:17][CH2:16][CH2:15]2)[C:11]([C:20]([F:23])([F:22])[F:21])=[CH:10][C:9]=1[NH:24][C:25](=[O:44])[CH2:26][C:27]([C:29]1[CH:34]=[CH:33][CH:32]=[C:31]([N:35]2[C:39]([CH2:40][N:41]([CH3:43])[CH3:42])=[CH:38][N:37]=[N:36]2)[CH:30]=1)=O)(C)(C)C.C(O)(C(F)(F)F)=O. (2) The reactants are: [CH2:1]([C:3]1[N:8]([C:9]2[CH:14]=[CH:13][C:12]([O:15][CH:16]3[CH2:21][CH2:20][CH:19]([OH:22])[CH2:18][CH2:17]3)=[CH:11][CH:10]=2)[C:7](=[O:23])[C:6]([CH2:24][C:25]2[CH:30]=[CH:29][C:28]([C:31]3[CH:36]=[CH:35][CH:34]=[CH:33][C:32]=3[C:37]3[NH:41][C:40](=[O:42])[O:39][N:38]=3)=[CH:27][CH:26]=2)=[C:5]([CH2:43][CH2:44][CH3:45])[N:4]=1)[CH3:2].CC(OI1(OC(C)=O)(OC(C)=O)OC(=O)C2C1=CC=CC=2)=O. Given the product [CH2:1]([C:3]1[N:8]([C:9]2[CH:10]=[CH:11][C:12]([O:15][CH:16]3[CH2:17][CH2:18][C:19](=[O:22])[CH2:20][CH2:21]3)=[CH:13][CH:14]=2)[C:7](=[O:23])[C:6]([CH2:24][C:25]2[CH:30]=[CH:29][C:28]([C:31]3[CH:36]=[CH:35][CH:34]=[CH:33][C:32]=3[C:37]3[NH:41][C:40](=[O:42])[O:39][N:38]=3)=[CH:27][CH:26]=2)=[C:5]([CH2:43][CH2:44][CH3:45])[N:4]=1)[CH3:2], predict the reactants needed to synthesize it. (3) Given the product [CH2:34]([O:31][C:8]1[N:7]=[CH:6][CH:5]=[C:4]2[C:9]=1[CH:10]([C:19]1[CH:20]=[CH:21][CH:22]=[C:23]3[C:28]=1[O:27][C:26]([CH3:29])=[CH:25][C:24]3=[O:30])[C:11]([C:12]([O:14][CH2:15][CH2:16][C:17]#[N:18])=[O:13])=[C:2]([CH3:1])[NH:3]2)[CH3:35], predict the reactants needed to synthesize it. The reactants are: [CH3:1][C:2]1[NH:3][C:4]2[CH:5]=[CH:6][NH:7][C:8](=[O:31])[C:9]=2[CH:10]([C:19]2[CH:20]=[CH:21][CH:22]=[C:23]3[C:28]=2[O:27][C:26]([CH3:29])=[CH:25][C:24]3=[O:30])[C:11]=1[C:12]([O:14][CH2:15][CH2:16][C:17]#[N:18])=[O:13].C(OCC)(OCC)O[CH2:34][CH3:35].